The task is: Predict the reactants needed to synthesize the given product.. This data is from Full USPTO retrosynthesis dataset with 1.9M reactions from patents (1976-2016). (1) Given the product [Br:1][C:2]1[S:6][C:5]([N:7]([C:8]2[C:9]([O:14][C:15]3[CH:20]=[CH:19][CH:18]=[CH:17][C:16]=3[C:21]([CH3:24])([CH3:22])[CH3:23])=[N:10][CH:11]=[CH:12][CH:13]=2)[C:30](=[O:29])[O:32][C:33]([CH3:36])([CH3:35])[CH3:34])=[N:4][C:3]=1[C:25]([F:27])([F:26])[F:28], predict the reactants needed to synthesize it. The reactants are: [Br:1][C:2]1[S:6][C:5]([NH:7][C:8]2[C:9]([O:14][C:15]3[CH:20]=[CH:19][CH:18]=[CH:17][C:16]=3[C:21]([CH3:24])([CH3:23])[CH3:22])=[N:10][CH:11]=[CH:12][CH:13]=2)=[N:4][C:3]=1[C:25]([F:28])([F:27])[F:26].[O:29](C(OC(C)(C)C)=O)[C:30]([O:32][C:33]([CH3:36])([CH3:35])[CH3:34])=O.CCN(C(C)C)C(C)C. (2) Given the product [Cl:1][C:2]1[N:7]=[CH:6][C:5]([CH2:8][N:13]([CH2:14][CH2:15][OH:16])[CH2:12][CH2:11][OH:10])=[CH:4][CH:3]=1, predict the reactants needed to synthesize it. The reactants are: [Cl:1][C:2]1[N:7]=[CH:6][C:5]([CH:8]=O)=[CH:4][CH:3]=1.[OH:10][CH2:11][CH2:12][NH:13][CH2:14][CH2:15][OH:16]. (3) Given the product [CH3:1][C:2]1[C:6]([CH2:7][N:8]2[CH2:12][CH:11]([C:13]3[CH:18]=[C:17]([F:19])[CH:16]=[C:15]([F:20])[C:14]=3[F:21])[CH2:10][C:9]2=[O:22])=[C:5]([CH3:23])[NH:4][N:3]=1, predict the reactants needed to synthesize it. The reactants are: [CH3:1][C:2]1[C:6]([CH2:7][N:8]2[CH2:12][CH:11]([C:13]3[CH:18]=[C:17]([F:19])[CH:16]=[C:15]([F:20])[C:14]=3[F:21])[CH2:10][C:9]2=[O:22])=[C:5]([CH3:23])[N:4](S(C2C=CC(C)=CC=2)(=O)=O)[N:3]=1.[F-].C([N+](CCCC)(CCCC)CCCC)CCC. (4) Given the product [F:1][C:2]1[CH:3]=[C:4]([CH:5]=[C:6]([F:8])[CH:7]=1)[CH2:9][O:10][C:12]1[CH:13]=[C:14]2[N:21]([CH3:22])[CH:20]([CH3:23])[CH2:19][N:15]2[C:16](=[O:18])[N:17]=1, predict the reactants needed to synthesize it. The reactants are: [F:1][C:2]1[CH:3]=[C:4]([CH2:9][OH:10])[CH:5]=[C:6]([F:8])[CH:7]=1.Cl[C:12]1[CH:13]=[C:14]2[N:21]([CH3:22])[CH:20]([CH3:23])[CH2:19][N:15]2[C:16](=[O:18])[N:17]=1. (5) Given the product [CH3:29][O:30][C:31]1[C:32](=[O:55])[C:33]([CH3:54])=[C:34]([CH2:40][C:41]2[CH:42]=[CH:43][C:44]([O:50][C:51](=[O:53])[CH3:52])=[C:45]([CH:49]=2)[C:46]([NH:10][C:9]2[CH:11]=[CH:12][C:6]([N:1]3[CH:5]=[CH:4][N:3]=[CH:2]3)=[CH:7][CH:8]=2)=[O:47])[C:35](=[O:39])[C:36]=1[O:37][CH3:38], predict the reactants needed to synthesize it. The reactants are: [N:1]1([C:6]2[CH:12]=[CH:11][C:9]([NH2:10])=[CH:8][CH:7]=2)[CH:5]=[CH:4][N:3]=[CH:2]1.C(N(CC)CC)C.[Cl-].ClC1N(C)CC[NH+]1C.[CH3:29][O:30][C:31]1[C:32](=[O:55])[C:33]([CH3:54])=[C:34]([CH2:40][C:41]2[CH:42]=[CH:43][C:44]([O:50][C:51](=[O:53])[CH3:52])=[C:45]([CH:49]=2)[C:46](O)=[O:47])[C:35](=[O:39])[C:36]=1[O:37][CH3:38]. (6) Given the product [C:18]([C:2]1[CH:3]=[C:4]([C:14]([O:16][CH3:17])=[O:15])[N:5]([C:7]2[C:12]([Cl:13])=[CH:11][CH:10]=[CH:9][N:8]=2)[CH:6]=1)(=[O:20])[CH3:19], predict the reactants needed to synthesize it. The reactants are: Br[C:2]1[CH:3]=[C:4]([C:14]([O:16][CH3:17])=[O:15])[N:5]([C:7]2[C:12]([Cl:13])=[CH:11][CH:10]=[CH:9][N:8]=2)[CH:6]=1.[CH2:18]([O:20]C([Sn](CCCC)(CCCC)CCCC)=C)[CH3:19].[Cl-].[Li+]. (7) Given the product [C:1]([Si:5]([CH3:22])([CH3:21])[O:6][CH:7]1[CH2:12][CH2:11][C:10]([B:23]2[O:27][C:26]([CH3:29])([CH3:28])[C:25]([CH3:31])([CH3:30])[O:24]2)=[CH:9][CH2:8]1)([CH3:4])([CH3:3])[CH3:2], predict the reactants needed to synthesize it. The reactants are: [C:1]([Si:5]([CH3:22])([CH3:21])[O:6][CH:7]1[CH2:12][CH2:11][C:10](OS(C(F)(F)F)(=O)=O)=[CH:9][CH2:8]1)([CH3:4])([CH3:3])[CH3:2].[B:23]1([B:23]2[O:27][C:26]([CH3:29])([CH3:28])[C:25]([CH3:31])([CH3:30])[O:24]2)[O:27][C:26]([CH3:29])([CH3:28])[C:25]([CH3:31])([CH3:30])[O:24]1.